Dataset: Forward reaction prediction with 1.9M reactions from USPTO patents (1976-2016). Task: Predict the product of the given reaction. (1) Given the reactants CN1C(C2C=NC3C4C=CC([C:20](OC)=[O:21])=CC=4N(C(C4CCOCC4)COC)C=3C=2)=C(C)N=N1.C1([CH2:38][C@@H:39]([N:46]2[C:54]3[CH:53]=[C:52]([C:55]([OH:58])([CH3:57])[CH3:56])[CH:51]=[CH:50][C:49]=3[C:48]3[N:59]=[CH:60][C:61]([C:63]4[N:67]([CH3:68])[N:66]=[N:65][C:64]=4[CH3:69])=[CH:62][C:47]2=3)[CH:40]2[CH2:45][CH2:44][O:43][CH2:42][CH2:41]2)CC1, predict the reaction product. The product is: [CH3:69][C:64]1[N:65]=[N:66][N:67]([CH3:68])[C:63]=1[C:61]1[CH:60]=[N:59][C:48]2[C:49]3[CH:50]=[CH:51][C:52]([C:55]([OH:58])([CH3:56])[CH3:57])=[CH:53][C:54]=3[N:46]([C@@H:39]([CH:40]3[CH2:41][CH2:42][O:43][CH2:44][CH2:45]3)[CH2:38][O:21][CH3:20])[C:47]=2[CH:62]=1. (2) The product is: [Cl:24][C:25]1[CH:32]=[CH:31][C:28]([CH2:29][N:4]2[CH2:5][CH2:6][N:1]([C:7]3[CH:16]=[C:15]4[C:10]([CH2:11][CH2:12][NH:13][C:14]4=[O:17])=[CH:9][CH:8]=3)[CH2:2][CH2:3]2)=[CH:27][CH:26]=1. Given the reactants [N:1]1([C:7]2[CH:16]=[C:15]3[C:10]([CH2:11][CH2:12][NH:13][C:14]3=[O:17])=[CH:9][CH:8]=2)[CH2:6][CH2:5][NH:4][CH2:3][CH2:2]1.C(=O)([O-])[O-].[K+].[K+].[Cl:24][C:25]1[CH:32]=[CH:31][C:28]([CH2:29]Br)=[CH:27][CH:26]=1.O, predict the reaction product. (3) The product is: [Br:9][C:10]1[CH:11]=[CH:12][C:13]([O:18][CH3:19])=[C:14]([CH2:15][C:6]2[S:5][C:4]([CH2:1][CH2:2][CH3:3])=[CH:8][CH:7]=2)[CH:17]=1. Given the reactants [CH2:1]([C:4]1[S:5][CH:6]=[CH:7][CH:8]=1)[CH2:2][CH3:3].[Br:9][C:10]1[CH:11]=[CH:12][C:13]([O:18][CH3:19])=[C:14]([CH:17]=1)[CH:15]=O, predict the reaction product. (4) Given the reactants [Cl:1][C:2]1[CH:3]=[C:4]([C:8]2[CH:9]=[C:10]([CH2:18][N:19]3[CH:23]=[N:22][C:21]([NH2:24])=[N:20]3)[CH:11]=[N:12][C:13]=2[O:14][CH:15]([F:17])[F:16])[CH:5]=[CH:6][CH:7]=1.C=O.[BH-](OC(C)=O)(OC(C)=O)O[C:29](C)=O.[Na+], predict the reaction product. The product is: [Cl:1][C:2]1[CH:3]=[C:4]([C:8]2[CH:9]=[C:10]([CH2:18][N:19]3[CH:23]=[N:22][C:21]([NH:24][CH3:29])=[N:20]3)[CH:11]=[N:12][C:13]=2[O:14][CH:15]([F:17])[F:16])[CH:5]=[CH:6][CH:7]=1. (5) The product is: [CH2:16]([O:23][C:24]1[CH:25]=[CH:26][C:27]([CH2:28][NH:29][C:9](=[O:10])[O:11][C:12]([CH3:13])([CH3:14])[CH3:15])=[CH:30][CH:31]=1)[C:17]1[CH:18]=[CH:19][CH:20]=[CH:21][CH:22]=1. Given the reactants [C:9](O[C:9]([O:11][C:12]([CH3:15])([CH3:14])[CH3:13])=[O:10])([O:11][C:12]([CH3:15])([CH3:14])[CH3:13])=[O:10].[CH2:16]([O:23][C:24]1[CH:31]=[CH:30][C:27]([CH2:28][NH2:29])=[CH:26][CH:25]=1)[C:17]1[CH:22]=[CH:21][CH:20]=[CH:19][CH:18]=1.[OH-].[Na+], predict the reaction product. (6) Given the reactants Cl[C:2]1[N:10]=[C:9](Cl)[CH:8]=[CH:7][C:3]=1[C:4]([NH2:6])=[O:5].[O:12]([C:19]1[CH:24]=[CH:23][C:22]([OH:25])=[CH:21][CH:20]=1)[C:13]1[CH:18]=[CH:17][CH:16]=[CH:15][CH:14]=1.[NH:26]1[CH2:31][CH2:30][CH2:29][C@@H:28]([NH:32][C:33](=[O:39])OC(C)(C)C)[CH2:27]1.[C:40](O)(=O)[CH:41]=C, predict the reaction product. The product is: [C:33]([NH:32][C@@H:28]1[CH2:29][CH2:30][CH2:31][N:26]([C:9]2[CH:8]=[CH:7][C:3]([C:4]([NH2:6])=[O:5])=[C:2]([O:25][C:22]3[CH:21]=[CH:20][C:19]([O:12][C:13]4[CH:18]=[CH:17][CH:16]=[CH:15][CH:14]=4)=[CH:24][CH:23]=3)[N:10]=2)[CH2:27]1)(=[O:39])[CH:40]=[CH2:41]. (7) Given the reactants [H-].[Na+].[F:3][C:4]([F:23])([O:14][C:15]1[CH:20]=[CH:19][C:18]([S:21][CH3:22])=[CH:17][CH:16]=1)[C@@H:5]([C:7]1[CH:12]=[CH:11][C:10]([F:13])=[CH:9][CH:8]=1)[OH:6].[F:24][C:25]([F:31])([F:30])[S:26](Cl)(=[O:28])=[O:27], predict the reaction product. The product is: [F:23][C:4]([F:3])([O:14][C:15]1[CH:20]=[CH:19][C:18]([S:21][CH3:22])=[CH:17][CH:16]=1)[C@H:5]([O:6][S:26]([C:25]([F:31])([F:30])[F:24])(=[O:28])=[O:27])[C:7]1[CH:12]=[CH:11][C:10]([F:13])=[CH:9][CH:8]=1. (8) Given the reactants [CH3:1][C:2]1[N:7]=[C:6]2[S:8][C:9]3[CH2:13][CH2:12][CH2:11][C:10]=3[C:5]2=[C:4]([C:14]2[CH:19]=[CH:18][C:17]([Cl:20])=[CH:16][CH:15]=2)[C:3]=1[CH:21]([CH2:26][CH2:27][CH3:28])[C:22]([O:24]C)=[O:23].[OH-].[Na+], predict the reaction product. The product is: [CH3:1][C:2]1[N:7]=[C:6]2[S:8][C:9]3[CH2:13][CH2:12][CH2:11][C:10]=3[C:5]2=[C:4]([C:14]2[CH:19]=[CH:18][C:17]([Cl:20])=[CH:16][CH:15]=2)[C:3]=1[CH:21]([CH2:26][CH2:27][CH3:28])[C:22]([OH:24])=[O:23]. (9) Given the reactants [H-].[Na+].[C:3]1([OH:9])[CH:8]=[CH:7][CH:6]=[CH:5][CH:4]=1.Cl[C:11]1[C:20]2[C:15](=[CH:16][CH:17]=[C:18]([I:21])[CH:19]=2)[NH:14][C:13](=O)[N:12]=1, predict the reaction product. The product is: [I:21][C:18]1[CH:19]=[C:20]2[C:15](=[CH:16][CH:17]=1)[N:14]=[CH:13][N:12]=[C:11]2[O:9][C:3]1[CH:8]=[CH:7][CH:6]=[CH:5][CH:4]=1.